Dataset: Reaction yield outcomes from USPTO patents with 853,638 reactions. Task: Predict the reaction yield, written as a fraction of the theoretical maximum amount of product (1.0 means a 100% yield; for example, 0.34 means a 34% yield). (1) The reactants are [CH3:1][O:2][C:3]([C:5]1[S:6][C:7]([C:33]2(O)[CH2:38][CH2:37][CH2:36][CH:35]=[CH:34]2)=[CH:8][C:9]=1[N:10]([C:24]([C@H:26]1[CH2:31][CH2:30][C@H:29]([CH3:32])[CH2:28][CH2:27]1)=[O:25])[C@H:11]1[CH2:16][CH2:15][C@H:14]([O:17][CH:18]2[CH2:23][CH2:22][CH2:21][CH2:20][O:19]2)[CH2:13][CH2:12]1)=[O:4].C([SiH](CC)CC)C.FC(F)(F)C(O)=[O:50].C([O-])(O)=O.[Na+]. The catalyst is C(Cl)Cl. The product is [CH3:1][O:2][C:3]([C:5]1[S:6][C:7]([C:33]2[CH2:38][CH2:37][CH2:36][CH:35]([OH:50])[CH:34]=2)=[CH:8][C:9]=1[N:10]([C:24]([C@H:26]1[CH2:27][CH2:28][C@H:29]([CH3:32])[CH2:30][CH2:31]1)=[O:25])[C@H:11]1[CH2:12][CH2:13][C@H:14]([O:17][CH:18]2[CH2:23][CH2:22][CH2:21][CH2:20][O:19]2)[CH2:15][CH2:16]1)=[O:4]. The yield is 0.450. (2) The reactants are [C:1]([O:5][C:6]([N:8]1[CH2:15][CH:14]2[N:16]([C:17]([O:19][C:20]([CH3:23])([CH3:22])[CH3:21])=[O:18])[CH:10]([CH2:11][C:12]([C:27]3[S:28][C:29]([CH2:33][CH2:34][O:35][Si:36]([C:39]([CH3:42])([CH3:41])[CH3:40])([CH3:38])[CH3:37])=[C:30]([CH3:32])[N:31]=3)=[C:13]2[C:24]([OH:26])=O)[CH2:9]1)=[O:7])([CH3:4])([CH3:3])[CH3:2].[CH:43]1([NH:46][CH2:47][C:48]2[CH:53]=[CH:52][CH:51]=[C:50]([O:54][CH3:55])[C:49]=2[CH3:56])[CH2:45][CH2:44]1.CCN(C(C)C)C(C)C.C1C=CC2N(O)N=NC=2C=1.CCN=C=NCCCN(C)C.Cl. The catalyst is CN(C1C=CN=CC=1)C.C(Cl)Cl. The product is [C:1]([O:5][C:6]([N:8]1[CH2:15][CH:14]2[N:16]([C:17]([O:19][C:20]([CH3:23])([CH3:22])[CH3:21])=[O:18])[CH:10]([CH2:11][C:12]([C:27]3[S:28][C:29]([CH2:33][CH2:34][O:35][Si:36]([C:39]([CH3:42])([CH3:41])[CH3:40])([CH3:37])[CH3:38])=[C:30]([CH3:32])[N:31]=3)=[C:13]2[C:24](=[O:26])[N:46]([CH:43]2[CH2:45][CH2:44]2)[CH2:47][C:48]2[CH:53]=[CH:52][CH:51]=[C:50]([O:54][CH3:55])[C:49]=2[CH3:56])[CH2:9]1)=[O:7])([CH3:4])([CH3:2])[CH3:3]. The yield is 0.700.